Predict which catalyst facilitates the given reaction. From a dataset of Catalyst prediction with 721,799 reactions and 888 catalyst types from USPTO. (1) Reactant: C([Si](C)(C)[O:6][CH2:7][C@@H:8]([C@@H:17]1[C@@H:21]([C:22]2[CH:27]=[CH:26][C:25]([Cl:28])=[C:24]([Cl:29])[CH:23]=2)[CH2:20][N:19]([C:30]([C:32]2[CH:37]=C(C)N=[N:34][CH:33]=2)=[O:31])[CH2:18]1)[O:9][C:10]1[CH:15]=[CH:14][C:13]([Cl:16])=[CH:12][N:11]=1)(C)(C)C.C(O)(=O)C.CC[CH2:47][CH2:48][N+:49](CCCC)(CCCC)CCCC.[F-]. Product: [Cl:16][C:13]1[CH:14]=[CH:15][C:10]([O:9][C@H:8]([C@@H:17]2[C@@H:21]([C:22]3[CH:27]=[CH:26][C:25]([Cl:28])=[C:24]([Cl:29])[CH:23]=3)[CH2:20][N:19]([C:30]([C:32]3[CH:33]=[N:34][C:48]([CH3:47])=[N:49][CH:37]=3)=[O:31])[CH2:18]2)[CH2:7][OH:6])=[N:11][CH:12]=1. The catalyst class is: 56. (2) Reactant: Br[C:2]1[CH:3]=[C:4]([O:12][CH3:13])[C:5]([O:10][CH3:11])=[C:6]([O:8][CH3:9])[CH:7]=1.C([Li])(C)(C)C.[CH3:19][C:20]12[CH:29]([CH:30]=[O:31])[CH2:28][CH2:27][CH:26]=[C:25]1[CH2:24][C:23]1([S:35][CH2:34][CH2:33][S:32]1)[CH2:22][CH2:21]2. Product: [CH3:19][C:20]12[CH:29]([CH:30]([C:2]3[CH:3]=[C:4]([O:12][CH3:13])[C:5]([O:10][CH3:11])=[C:6]([O:8][CH3:9])[CH:7]=3)[OH:31])[CH2:28][CH2:27][CH:26]=[C:25]1[CH2:24][C:23]1([S:32][CH2:33][CH2:34][S:35]1)[CH2:22][CH2:21]2. The catalyst class is: 28. (3) Reactant: Br[C:2]1[CH:7]=[CH:6][C:5]([S:8]([NH:11][C:12]2[N:17]=[C:16]([N:18]3[CH2:23][C@H:22]([CH3:24])[N:21]([C:25]([O:27][C:28]([CH3:31])([CH3:30])[CH3:29])=[O:26])[C@H:20]([CH3:32])[CH2:19]3)[CH:15]=[CH:14][C:13]=2[O:33][CH3:34])(=[O:10])=[O:9])=[C:4]([Cl:35])[CH:3]=1.[CH3:36][C:37]1[CH:38]=[C:39](B(O)O)[S:40][CH:41]=1.C(=O)([O-])[O-].[Na+].[Na+].O. Product: [Cl:35][C:4]1[CH:3]=[C:2]([C:39]2[S:40][CH:41]=[C:37]([CH3:36])[CH:38]=2)[CH:7]=[CH:6][C:5]=1[S:8]([NH:11][C:12]1[N:17]=[C:16]([N:18]2[CH2:23][C@H:22]([CH3:24])[N:21]([C:25]([O:27][C:28]([CH3:31])([CH3:30])[CH3:29])=[O:26])[C@H:20]([CH3:32])[CH2:19]2)[CH:15]=[CH:14][C:13]=1[O:33][CH3:34])(=[O:10])=[O:9]. The catalyst class is: 843. (4) Reactant: C(OC(=O)[NH:7][C@@:8]1([C:13](=[O:33])[NH:14][CH2:15][C:16]2[CH:21]=[CH:20][C:19]([NH:22][C:23]3[CH:28]=[CH:27][CH:26]=[CH:25][C:24]=3[C:29]([F:32])([F:31])[F:30])=[CH:18][CH:17]=2)[CH2:12][CH2:11][O:10][CH2:9]1)(C)(C)C.FC(F)(F)C(O)=O. Product: [NH2:7][C@@:8]1([C:13]([NH:14][CH2:15][C:16]2[CH:17]=[CH:18][C:19]([NH:22][C:23]3[CH:28]=[CH:27][CH:26]=[CH:25][C:24]=3[C:29]([F:32])([F:30])[F:31])=[CH:20][CH:21]=2)=[O:33])[CH2:12][CH2:11][O:10][CH2:9]1. The catalyst class is: 4. (5) Reactant: [Cl:1][C:2]1[C:3]([NH2:9])=[C:4]([NH2:8])[CH:5]=[CH:6][CH:7]=1.[S:10](=NC1C=CC=CC=1)=O. Product: [Cl:1][C:2]1[C:3]2[C:4](=[N:8][S:10][N:9]=2)[CH:5]=[CH:6][CH:7]=1. The catalyst class is: 11. (6) Reactant: [CH2:1]([O:3][C:4]([CH:6]1[CH2:13][CH:12]2[N:14]([CH2:15][C:16]([O:18][CH2:19][CH3:20])=[O:17])[CH:8]([CH2:9][C:10](=[O:21])[CH2:11]2)[CH2:7]1)=[O:5])[CH3:2].[BH4-].[Na+].C(O)(=O)C. Product: [CH2:1]([O:3][C:4]([CH:6]1[CH2:13][CH:12]2[N:14]([CH2:15][C:16]([O:18][CH2:19][CH3:20])=[O:17])[CH:8]([CH2:9][CH:10]([OH:21])[CH2:11]2)[CH2:7]1)=[O:5])[CH3:2]. The catalyst class is: 8. (7) The catalyst class is: 167. Reactant: Br[C:2]1[CH:3]=[CH:4][C:5]([F:23])=[C:6]([C:8]([NH:11][C:12](=[O:22])[O:13][CH:14]2[CH:19]3[CH2:20][CH2:21][N:16]([CH2:17][CH2:18]3)[CH2:15]2)([CH3:10])[CH3:9])[CH:7]=1.[CH:24]1(B(O)O)[CH2:26][CH2:25]1. Product: [CH:24]1([C:2]2[CH:3]=[CH:4][C:5]([F:23])=[C:6]([C:8]([NH:11][C:12](=[O:22])[O:13][CH:14]3[CH:19]4[CH2:20][CH2:21][N:16]([CH2:17][CH2:18]4)[CH2:15]3)([CH3:10])[CH3:9])[CH:7]=2)[CH2:26][CH2:25]1.